From a dataset of Full USPTO retrosynthesis dataset with 1.9M reactions from patents (1976-2016). Predict the reactants needed to synthesize the given product. (1) The reactants are: C([CH:8]1[CH:15]2[CH2:16][CH:11]3[CH2:12][CH:13]([CH2:18][C:9]1([OH:19])[CH2:10]3)[CH:14]2[NH2:17])C1C=CC=CC=1.[CH:20]1[CH:25]=[CH:24][C:23]([CH2:26][O:27][C:28](Cl)=[O:29])=[CH:22][CH:21]=1.[OH-].[Na+]. Given the product [OH:19][C:9]12[CH2:8][CH:15]3[CH2:16][CH:11]([CH2:12][CH:13]([CH:14]3[NH:17][C:28](=[O:29])[O:27][CH2:26][C:23]3[CH:24]=[CH:25][CH:20]=[CH:21][CH:22]=3)[CH2:18]1)[CH2:10]2, predict the reactants needed to synthesize it. (2) Given the product [N:1]1[C:2]2[C:3](=[CH:6][CH:7]=[CH:8][CH:9]=2)[CH2:4][NH:5][C:19]=1[NH:18][C:14]1[CH:15]=[CH:16][CH:17]=[C:12]([O:11][CH3:10])[CH:13]=1, predict the reactants needed to synthesize it. The reactants are: [NH2:1][C:2]1[CH:9]=[CH:8][CH:7]=[CH:6][C:3]=1[CH2:4][NH2:5].[CH3:10][O:11][C:12]1[CH:13]=[C:14]([N:18]=[C:19]=S)[CH:15]=[CH:16][CH:17]=1. (3) Given the product [CH3:17][C:4]1[C:3](=[C:18]([NH:32][NH:31][C:29](=[O:30])[C:28]2[CH:27]=[CH:26][C:25]([C:23]([O:22][CH3:21])=[O:24])=[CH:34][CH:33]=2)[CH3:19])[C:2](=[O:1])[N:6]([C:7]2[CH:12]=[CH:11][CH:10]=[C:9]([C:13]([F:16])([F:15])[F:14])[CH:8]=2)[N:5]=1, predict the reactants needed to synthesize it. The reactants are: [OH:1][C:2]1[N:6]([C:7]2[CH:12]=[CH:11][CH:10]=[C:9]([C:13]([F:16])([F:15])[F:14])[CH:8]=2)[N:5]=[C:4]([CH3:17])[C:3]=1[C:18](=O)[CH3:19].[CH3:21][O:22][C:23]([C:25]1[CH:34]=[CH:33][C:28]([C:29]([NH:31][NH2:32])=[O:30])=[CH:27][CH:26]=1)=[O:24]. (4) Given the product [O:17]1[CH:18]=[C:19]([C:2]2[C:10]3[C:5](=[CH:6][N:7]=[C:8]([C:11]4[CH:12]=[N:13][CH:14]=[CH:15][CH:16]=4)[CH:9]=3)[NH:4][N:3]=2)[CH2:20][CH2:21][CH2:22]1, predict the reactants needed to synthesize it. The reactants are: I[C:2]1[C:10]2[C:5](=[CH:6][N:7]=[C:8]([C:11]3[CH:12]=[N:13][CH:14]=[CH:15][CH:16]=3)[CH:9]=2)[NH:4][N:3]=1.[O:17]1[CH2:22][CH2:21][CH2:20][C:19](B2OC(C)(C)C(C)(C)O2)=[CH:18]1.C([O-])([O-])=O.[Na+].[Na+]. (5) Given the product [Br:1][C:2]1[N:7]=[CH:6][C:5]2[CH:8]=[C:9]([CH:11]=[O:12])[NH:10][C:4]=2[CH:3]=1, predict the reactants needed to synthesize it. The reactants are: [Br:1][C:2]1[N:7]=[CH:6][C:5]2[CH:8]=[C:9]([CH:11](OCC)[O:12]CC)[NH:10][C:4]=2[CH:3]=1.